From a dataset of Reaction yield outcomes from USPTO patents with 853,638 reactions. Predict the reaction yield, written as a fraction of the theoretical maximum amount of product (1.0 means a 100% yield; for example, 0.34 means a 34% yield). (1) The reactants are Br[CH2:2][C:3]([C:5]1[CH:14]=[CH:13][C:12]2[C:7](=[CH:8][CH:9]=[C:10]([Br:15])[CH:11]=2)[CH:6]=1)=[O:4].[C:16]([O:20][C:21]([N:23]1[CH2:27][C:26]([F:29])([F:28])[CH2:25][CH:24]1[C:30]([OH:32])=[O:31])=[O:22])([CH3:19])([CH3:18])[CH3:17].CCN(CC)CC. The catalyst is CC#N. The product is [C:16]([O:20][C:21]([N:23]1[CH2:27][C:26]([F:28])([F:29])[CH2:25][CH:24]1[C:30]([O:32][CH2:2][C:3]([C:5]1[CH:14]=[CH:13][C:12]2[C:7](=[CH:8][CH:9]=[C:10]([Br:15])[CH:11]=2)[CH:6]=1)=[O:4])=[O:31])=[O:22])([CH3:19])([CH3:17])[CH3:18]. The yield is 0.830. (2) The reactants are C(O)(C(F)(F)F)=O.[F:8][C:9]1[CH:10]=[C:11]([C:15]2[CH:16]=[C:17]3[C:21](=[CH:22][CH:23]=2)[N:20](C2CCCCO2)[N:19]=[C:18]3[C:30]([NH:32][C:33]2[CH:34]=[N:35][C:36]([C:39]([F:42])([F:41])[F:40])=[CH:37][CH:38]=2)=[O:31])[CH:12]=[N:13][CH:14]=1.C([SiH](CC)CC)C. The catalyst is C(Cl)Cl. The product is [F:8][C:9]1[CH:10]=[C:11]([C:15]2[CH:16]=[C:17]3[C:21](=[CH:22][CH:23]=2)[NH:20][N:19]=[C:18]3[C:30]([NH:32][C:33]2[CH:34]=[N:35][C:36]([C:39]([F:42])([F:40])[F:41])=[CH:37][CH:38]=2)=[O:31])[CH:12]=[N:13][CH:14]=1. The yield is 0.210. (3) The reactants are [Cl:1][C:2]1[C:3]2[N:4]([CH:12]=[C:13]([C:15]([OH:17])=O)[N:14]=2)[CH:5]=[C:6]([C:8]([F:11])([F:10])[F:9])[CH:7]=1.CCN=C=NCCCN(C)C.Cl.C1C=CC2N(O)N=NC=2C=1.[Cl:40][C:41]1[C:42]([C:57](=[N:59]O)[NH2:58])=[CH:43][C:44]([F:56])=[C:45]([CH2:47][CH2:48][C:49]([O:51][C:52]([CH3:55])([CH3:54])[CH3:53])=[O:50])[CH:46]=1. The catalyst is CN(C=O)C. The product is [Cl:40][C:41]1[C:42]([C:57]2[N:59]=[C:15]([C:13]3[N:14]=[C:3]4[C:2]([Cl:1])=[CH:7][C:6]([C:8]([F:9])([F:10])[F:11])=[CH:5][N:4]4[CH:12]=3)[O:17][N:58]=2)=[CH:43][C:44]([F:56])=[C:45]([CH2:47][CH2:48][C:49]([O:51][C:52]([CH3:53])([CH3:54])[CH3:55])=[O:50])[CH:46]=1. The yield is 0.610. (4) The reactants are Cl[C:2]1[C:11]2[C:10](=[O:12])[N:9]([CH2:13][C@@H:14]3[CH2:18][O:17]C(C)(C)[O:15]3)[CH:8]=[N:7][C:6]=2[N:5]([CH3:21])[C:4](=[O:22])[C:3]=1[CH3:23].[F:24][C:25]1[CH:31]=[C:30]([I:32])[CH:29]=[CH:28][C:26]=1[NH2:27].CC1(C)C2C=CC=C(P(C3C=CC=CC=3)C3C=CC=CC=3)C=2OC2C1=CC=CC=2P(C1C=CC=CC=1)C1C=CC=CC=1.CC(C)([O-])C.[Na+]. The catalyst is O1CCOCC1.C1C=CC(/C=C/C(/C=C/C2C=CC=CC=2)=O)=CC=1.C1C=CC(/C=C/C(/C=C/C2C=CC=CC=2)=O)=CC=1.C1C=CC(/C=C/C(/C=C/C2C=CC=CC=2)=O)=CC=1.[Pd].[Pd]. The product is [OH:15][C@@H:14]([CH2:18][OH:17])[CH2:13][N:9]1[C:10](=[O:12])[C:11]2[C:2]([NH:27][C:26]3[CH:28]=[CH:29][C:30]([I:32])=[CH:31][C:25]=3[F:24])=[C:3]([CH3:23])[C:4](=[O:22])[N:5]([CH3:21])[C:6]=2[N:7]=[CH:8]1. The yield is 0.310.